Dataset: hERG Central: cardiac toxicity at 1µM, 10µM, and general inhibition. Task: Predict hERG channel inhibition at various concentrations. (1) The drug is COc1ccc(-n2c(=O)c(CCC(=O)N(C)Cc3ccccc3C)nc3ccccc32)cc1. Results: hERG_inhib (hERG inhibition (general)): blocker. (2) The molecule is CCOC(=O)N1CCN(C(=O)c2cccn3c(=O)c4cc(Br)ccc4nc23)CC1. Results: hERG_inhib (hERG inhibition (general)): blocker. (3) Results: hERG_inhib (hERG inhibition (general)): blocker. The compound is Cl.c1cncc(CNc2ncnc3sc4c(c23)CCC4)c1. (4) The molecule is CCOc1ccc2ncc(C(=O)c3ccc(OC)cc3)c(N3CCN(CC)CC3)c2c1. Results: hERG_inhib (hERG inhibition (general)): blocker. (5) The drug is c1ccc(NC2=NCCN2CCCC2CCCC2)cc1. Results: hERG_inhib (hERG inhibition (general)): blocker. (6) The compound is COc1cc(C(C)=O)ccc1OCC(O)CN1CCN(c2ccc(C)cc2C)CC1. Results: hERG_inhib (hERG inhibition (general)): blocker. (7) The molecule is CCN1CCN(S(=O)(=O)c2ccc(Cl)c(C(=O)N(C)Cc3cccc(Cl)c3Cl)c2)CC1. Results: hERG_inhib (hERG inhibition (general)): blocker.